Predict hERG channel inhibition at various concentrations. From a dataset of hERG Central: cardiac toxicity at 1µM, 10µM, and general inhibition. The compound is Cl.OCCCCNCc1cc(Br)ccc1OCc1ccccc1. Results: hERG_inhib (hERG inhibition (general)): blocker.